This data is from Catalyst prediction with 721,799 reactions and 888 catalyst types from USPTO. The task is: Predict which catalyst facilitates the given reaction. (1) Reactant: [Br:1][C:2]1[C:3]([C:11]([CH:13]2[CH2:17][CH2:16][CH2:15][CH2:14]2)=O)=[C:4](F)[C:5]([O:8][CH3:9])=[N:6][CH:7]=1.O.[NH2:19][NH2:20]. Product: [Br:1][C:2]1[CH:7]=[N:6][C:5]([O:8][CH3:9])=[C:4]2[NH:19][N:20]=[C:11]([CH:13]3[CH2:17][CH2:16][CH2:15][CH2:14]3)[C:3]=12. The catalyst class is: 5. (2) Reactant: C(C1N=C(C2[CH:18]=[C:17](Cl)[C:16]3[C:11](=[C:12]([CH3:22])[C:13]([O:20][CH3:21])=[CH:14][CH:15]=3)[N:10]=2)SC=1)(C)C.C[O:24]C1C(C)=C(C=CC=1)N.B(Cl)(Cl)Cl.[Cl-].[Cl-].[Cl-].[Al+3]. Product: [CH3:22][C:12]1[C:13]([O:20][CH3:21])=[CH:14][CH:15]=[C:16]([C:17](=[O:24])[CH3:18])[C:11]=1[NH2:10]. The catalyst class is: 10.